This data is from Peptide-MHC class II binding affinity with 134,281 pairs from IEDB. The task is: Regression. Given a peptide amino acid sequence and an MHC pseudo amino acid sequence, predict their binding affinity value. This is MHC class II binding data. (1) The peptide sequence is EIESCRKNSCECNFE. The MHC is DRB4_0101 with pseudo-sequence DRB4_0103. The binding affinity (normalized) is 0. (2) The peptide sequence is TISVFLHSEEGSRAY. The MHC is DRB5_0101 with pseudo-sequence DRB5_0101. The binding affinity (normalized) is 0.650. (3) The peptide sequence is AGIMIFDPYGATISA. The MHC is DRB1_0101 with pseudo-sequence DRB1_0101. The binding affinity (normalized) is 0.369. (4) The MHC is DRB1_0401 with pseudo-sequence DRB1_0401. The peptide sequence is ALSRVQSMFLGTGGS. The binding affinity (normalized) is 0.0329. (5) The peptide sequence is GELQIVDKIDAAFKI. The MHC is DRB1_1101 with pseudo-sequence DRB1_1101. The binding affinity (normalized) is 0.572. (6) The peptide sequence is RGLSSRKRRSHDVLT. The MHC is DRB5_0101 with pseudo-sequence DRB5_0101. The binding affinity (normalized) is 0.508. (7) The peptide sequence is LQFRRIRGPRASVIP. The MHC is DRB1_0701 with pseudo-sequence DRB1_0701. The binding affinity (normalized) is 0.560. (8) The peptide sequence is LVSFLLLAGRSCGMY. The MHC is DRB1_0401 with pseudo-sequence DRB1_0401. The binding affinity (normalized) is 0.246. (9) The peptide sequence is SCFEIKCTKPEACSG. The MHC is HLA-DQA10401-DQB10402 with pseudo-sequence HLA-DQA10401-DQB10402. The binding affinity (normalized) is 0.0440. (10) The peptide sequence is HDPLPHSPSDSAGND. The MHC is DRB1_0401 with pseudo-sequence DRB1_0401. The binding affinity (normalized) is 0.